Dataset: Catalyst prediction with 721,799 reactions and 888 catalyst types from USPTO. Task: Predict which catalyst facilitates the given reaction. (1) Reactant: C(OC(=O)[NH:7][CH2:8][CH2:9][CH2:10][O:11][C:12]1[CH:17]=[CH:16][C:15]([C:18]2[CH:19]=[CH:20][C:21]3[N:22]([C:24]([C:27]4[CH:28]=[N:29][C:30]([NH2:37])=[C:31]([C:33]([F:36])([F:35])[F:34])[CH:32]=4)=[CH:25][N:26]=3)[N:23]=2)=[CH:14][C:13]=1[O:38][CH3:39])(C)(C)C.C([O-])(O)=O.[Na+]. Product: [NH2:7][CH2:8][CH2:9][CH2:10][O:11][C:12]1[CH:17]=[CH:16][C:15]([C:18]2[CH:19]=[CH:20][C:21]3[N:22]([C:24]([C:27]4[CH:32]=[C:31]([C:33]([F:34])([F:36])[F:35])[C:30]([NH2:37])=[N:29][CH:28]=4)=[CH:25][N:26]=3)[N:23]=2)=[CH:14][C:13]=1[O:38][CH3:39]. The catalyst class is: 67. (2) Reactant: [N+:1]([C:4]1[CH:5]=[C:6]2[C:10](=[CH:11][CH:12]=1)[CH2:9][NH:8][CH2:7]2)([O-:3])=[O:2].ClCCl.[C:16](O[C:16]([O:18][C:19]([CH3:22])([CH3:21])[CH3:20])=[O:17])([O:18][C:19]([CH3:22])([CH3:21])[CH3:20])=[O:17]. The catalyst class is: 17. Product: [C:16]([N:8]1[CH2:7][C:6]2[C:10](=[CH:11][CH:12]=[C:4]([N+:1]([O-:3])=[O:2])[CH:5]=2)[CH2:9]1)([O:18][C:19]([CH3:22])([CH3:21])[CH3:20])=[O:17]. (3) Reactant: [Cl:1][C:2]1[C:7]([C:8]([O:10]C)=[O:9])=[CH:6][N:5]=[C:4]([Cl:12])[CH:3]=1.CO.[OH-].[Na+].Cl. Product: [Cl:1][C:2]1[C:7]([C:8]([OH:10])=[O:9])=[CH:6][N:5]=[C:4]([Cl:12])[CH:3]=1. The catalyst class is: 20. (4) Reactant: [CH2:1]([N:4]([C:6]1[CH:11]=[CH:10][C:9]([CH3:12])=[CH:8][CH:7]=1)N)[CH:2]=[CH2:3].[F:13][C:14]1[CH:19]=[CH:18][C:17]([C:20](=[CH2:31])[CH2:21][C:22]2([CH3:30])[C:27](=O)[CH2:26][CH2:25][N:24]([CH3:29])[CH2:23]2)=[CH:16][CH:15]=1.FC(F)(F)C(O)=O. Product: [CH2:1]([N:4]1[C:6]2[CH:11]=[CH:10][C:9]([CH3:12])=[CH:8][C:7]=2[C:26]2[CH2:25][N:24]([CH3:29])[CH2:23][C:22]([CH2:21][C:20]([C:17]3[CH:16]=[CH:15][C:14]([F:13])=[CH:19][CH:18]=3)=[CH2:31])([CH3:30])[C:27]1=2)[CH:2]=[CH2:3]. The catalyst class is: 12. (5) Product: [C:37]([NH:41][C:42](=[O:43])[O-:44])([CH3:40])([CH3:39])[CH3:38].[F:20][C:21]1[CH:26]=[CH:25][CH:24]=[C:23]([F:27])[C:22]=1[C:46]1[CH:57]=[CH:56][C:55]2[CH:51]3[CH2:52][NH:53][CH2:54][CH:50]3[CH2:49][C:48]=2[CH:47]=1. Reactant: C1(P(C2C=CC=CC=2)C2C=CC=CC=2)C=CC=CC=1.[F:20][C:21]1[CH:26]=[CH:25][CH:24]=[C:23]([F:27])[C:22]=1B(O)O.C(=O)([O-])[O-].[Na+].[Na+].[C:37]([NH:41][C:42](=[O:44])[O-:43])([CH3:40])([CH3:39])[CH3:38].Cl[C:46]1[CH:57]=[CH:56][C:55]2[CH:51]3[CH2:52][NH:53][CH2:54][CH:50]3[CH2:49][C:48]=2[CH:47]=1. The catalyst class is: 524. (6) Reactant: [CH2:1]([O:8][C:9](=[O:41])[NH:10][C:11]1[CH:16]=[CH:15][C:14]([F:17])=[C:13]([CH:18]([C:20]2[C:28]3[C:27]([Cl:29])=[N:26][CH:25]=[N:24][C:23]=3[N:22]([S:30]([C:33]3[CH:38]=[CH:37][C:36]([CH3:39])=[CH:35][CH:34]=3)(=[O:32])=[O:31])[CH:21]=2)[OH:19])[C:12]=1[F:40])[C:2]1[CH:7]=[CH:6][CH:5]=[CH:4][CH:3]=1.CC(OI1(OC(C)=O)(OC(C)=O)OC(=O)C2C=CC=CC1=2)=O. Product: [CH2:1]([O:8][C:9](=[O:41])[NH:10][C:11]1[CH:16]=[CH:15][C:14]([F:17])=[C:13]([C:18]([C:20]2[C:28]3[C:27]([Cl:29])=[N:26][CH:25]=[N:24][C:23]=3[N:22]([S:30]([C:33]3[CH:34]=[CH:35][C:36]([CH3:39])=[CH:37][CH:38]=3)(=[O:32])=[O:31])[CH:21]=2)=[O:19])[C:12]=1[F:40])[C:2]1[CH:7]=[CH:6][CH:5]=[CH:4][CH:3]=1. The catalyst class is: 7. (7) Reactant: CON(C)[C:4]([C:6]1[C:15](=[O:16])[C:14]2[C:9](=[CH:10][CH:11]=[CH:12][CH:13]=2)[N:8]([CH2:17][C:18]2[CH:23]=[CH:22][CH:21]=[C:20]([CH3:24])[N:19]=2)[CH:7]=1)=[O:5].[CH3:26][C:27]1[CH:28]=[CH:29][C:30]([Mg]Br)=[N:31][CH:32]=1. Product: [CH3:26][C:27]1[CH:28]=[CH:29][C:30]([C:4]([C:6]2[C:15](=[O:16])[C:14]3[C:9](=[CH:10][CH:11]=[CH:12][CH:13]=3)[N:8]([CH2:17][C:18]3[CH:23]=[CH:22][CH:21]=[C:20]([CH3:24])[N:19]=3)[CH:7]=2)=[O:5])=[N:31][CH:32]=1. The catalyst class is: 7.